Predict which catalyst facilitates the given reaction. From a dataset of Catalyst prediction with 721,799 reactions and 888 catalyst types from USPTO. (1) Product: [CH3:1][O:2][C:3]([C:5]1[CH:6]=[C:7]2[C:11](=[CH:12][CH:13]=1)[N:10]([CH2:45][C:43]1[CH:44]=[C:39]([O:38][Si:37]([C:33]([CH3:35])([CH3:36])[CH3:34])([CH3:53])[CH3:52])[CH:40]=[CH:41][C:42]=1[O:47][CH2:48][CH:49]([CH3:51])[CH3:50])[N:9]=[CH:8]2)=[O:4]. Reactant: [CH3:1][O:2][C:3]([C:5]1[CH:6]=[C:7]2[C:11](=[CH:12][CH:13]=1)[NH:10][N:9]=[CH:8]2)=[O:4].C1(P(C2C=CC=CC=2)C2C=CC=CC=2)C=CC=CC=1.[C:33]([Si:37]([CH3:53])([CH3:52])[O:38][C:39]1[CH:40]=[CH:41][C:42]([O:47][CH2:48][CH:49]([CH3:51])[CH3:50])=[C:43]([CH2:45]O)[CH:44]=1)([CH3:36])([CH3:35])[CH3:34]. The catalyst class is: 1. (2) Reactant: [C:1]([OH:8])(=[O:7])/[CH:2]=[CH:3]/[C:4]([OH:6])=[O:5].[S:9]1[CH:13]=[CH:12][C:11]2[C:14]([N:18]3[CH2:23][CH2:22][N:21]([CH2:24][CH2:25][CH2:26][O:27]C4CC5C(=CC=CC=5)C(=O)N4C)[CH2:20][CH2:19]3)=[CH:15][CH:16]=[CH:17][C:10]1=2. The catalyst class is: 8. Product: [C:1]([OH:8])(=[O:7])/[CH:2]=[CH:3]/[C:4]([OH:6])=[O:5].[C:1]([OH:8])(=[O:7])/[CH:2]=[CH:3]/[C:4]([OH:6])=[O:5].[S:9]1[CH:13]=[CH:12][C:11]2[C:14]([N:18]3[CH2:23][CH2:22][N:21]([CH2:24][CH2:25][CH2:26][O:27][C:1]4[CH:2]=[C:3]5[C:10]([CH2:11][CH2:14][N:18]([CH3:19])[C:4]5=[O:6])=[CH:17][CH:16]=4)[CH2:20][CH2:19]3)=[CH:15][CH:16]=[CH:17][C:10]1=2. (3) Reactant: [N:1]12[CH2:8][CH2:7][CH:4]([CH2:5][CH2:6]1)[CH:3]([O:9][C:10]1[N:15]=[N:14][C:13]([C:16]3[CH:24]=[CH:23][CH:22]=[C:21]4[C:17]=3[CH:18]=[CH:19][NH:20]4)=[CH:12][CH:11]=1)[CH2:2]2.[C:25]([OH:32])(=[O:31])/[CH:26]=[CH:27]/[C:28]([OH:30])=[O:29]. Product: [C:25]([OH:32])(=[O:31])/[CH:26]=[CH:27]/[C:28]([OH:30])=[O:29].[N:1]12[CH2:8][CH2:7][CH:4]([CH2:5][CH2:6]1)[CH:3]([O:9][C:10]1[N:15]=[N:14][C:13]([C:16]3[CH:24]=[CH:23][CH:22]=[C:21]4[C:17]=3[CH:18]=[CH:19][NH:20]4)=[CH:12][CH:11]=1)[CH2:2]2. The catalyst class is: 871. (4) Reactant: [N:1]1[CH:6]=[CH:5][C:4]([N:7]2[CH2:16][CH2:15][C:10]3([CH2:14][NH:13][CH2:12][CH2:11]3)[CH2:9][CH2:8]2)=[CH:3][CH:2]=1.CCN(C(C)C)C(C)C.CN(C(ON1N=NC2C=CC=CC1=2)=[N+](C)C)C.F[P-](F)(F)(F)(F)F.[CH2:50]([O:57][C:58]([NH:60][C@H:61]([C:67]([O:69][CH2:70][CH3:71])=[O:68])[CH2:62][CH2:63][C:64](O)=[O:65])=[O:59])[C:51]1[CH:56]=[CH:55][CH:54]=[CH:53][CH:52]=1. Product: [CH2:50]([O:57][C:58]([NH:60][C@@H:61]([CH2:62][CH2:63][C:64](=[O:65])[N:13]1[CH2:12][CH2:11][C:10]2([CH2:15][CH2:16][N:7]([C:4]3[CH:3]=[CH:2][N:1]=[CH:6][CH:5]=3)[CH2:8][CH2:9]2)[CH2:14]1)[C:67]([O:69][CH2:70][CH3:71])=[O:68])=[O:59])[C:51]1[CH:52]=[CH:53][CH:54]=[CH:55][CH:56]=1. The catalyst class is: 3. (5) Reactant: [F:1][C:2]1[CH:3]=[CH:4][C:5]([NH:8][NH2:9])=[N:6][CH:7]=1.[CH3:10][N:11]([CH3:20])[C:12]1([C:17](O)=[O:18])[CH2:16][CH2:15][CH2:14][CH2:13]1.C(Cl)CCl.C1C=CC2N(O)N=NC=2C=1. Product: [F:1][C:2]1[CH:3]=[CH:4][C:5]([NH:8][NH:9][C:17]([C:12]2([N:11]([CH3:20])[CH3:10])[CH2:16][CH2:15][CH2:14][CH2:13]2)=[O:18])=[N:6][CH:7]=1. The catalyst class is: 3. (6) Reactant: [CH2:1]([O:8][C:9]([N:11]1[CH2:14][CH:13]([OH:15])[CH2:12]1)=[O:10])[C:2]1[CH:7]=[CH:6][CH:5]=[CH:4][CH:3]=1.[Cl:16][C:17]1[C:22](Cl)=[N:21][CH:20]=[CH:19][N:18]=1.CS(C)=O.CC(C)([O-])C.[Na+]. Product: [Cl:16][C:17]1[C:22]([O:15][CH:13]2[CH2:14][N:11]([C:9]([O:8][CH2:1][C:2]3[CH:7]=[CH:6][CH:5]=[CH:4][CH:3]=3)=[O:10])[CH2:12]2)=[N:21][CH:20]=[CH:19][N:18]=1. The catalyst class is: 6. (7) Reactant: C(OC([N:11]1[CH2:16][CH2:15][N:14]([C:17]([C@H:19]2[CH2:24][N:23]([CH:25]([CH3:27])[CH3:26])[CH2:22][CH2:21][N:20]2[C:28]([O:30][C:31]([CH3:34])([CH3:33])[CH3:32])=[O:29])=[O:18])[CH2:13][CH2:12]1)=O)C1C=CC=CC=1. Product: [CH:25]([N:23]1[CH2:22][CH2:21][N:20]([C:28]([O:30][C:31]([CH3:34])([CH3:32])[CH3:33])=[O:29])[C@@H:19]([C:17]([N:14]2[CH2:13][CH2:12][NH:11][CH2:16][CH2:15]2)=[O:18])[CH2:24]1)([CH3:27])[CH3:26]. The catalyst class is: 45. (8) Reactant: [Br:1][C:2]1[CH:3]=[N:4][C:5]([NH:17][C:18]2[CH:23]=[CH:22][C:21]([O:24]C)=[C:20]([F:26])[CH:19]=2)=[C:6]([CH:16]=1)[C:7]([NH:9][C:10]1[CH:15]=[CH:14][CH:13]=[CH:12][CH:11]=1)=[O:8].Br. Product: [Br:1][C:2]1[CH:3]=[N:4][C:5]([NH:17][C:18]2[CH:23]=[CH:22][C:21]([OH:24])=[C:20]([F:26])[CH:19]=2)=[C:6]([CH:16]=1)[C:7]([NH:9][C:10]1[CH:15]=[CH:14][CH:13]=[CH:12][CH:11]=1)=[O:8]. The catalyst class is: 52. (9) Reactant: [CH3:1][O:2][C:3]1[C:12]([CH3:13])=[C:11]2[C:6]([C:7]([O:22][CH:23]3[CH2:40][CH:39]4[N:25]([C:26](=[O:46])[N:27]([CH3:45])[CH2:28][CH2:29][CH2:30][CH2:31][CH:32]=[CH:33][CH:34]5[C:36]([C:42]([OH:44])=O)([NH:37][C:38]4=[O:41])[CH2:35]5)[CH2:24]3)=[N:8][C:9]([C:14]3[CH:19]=[CH:18][C:17]([O:20][CH3:21])=[CH:16][CH:15]=3)=[N:10]2)=[CH:5][CH:4]=1.CCN=C=NCCCN(C)C.[CH:58]1([S:61]([NH2:64])(=[O:63])=[O:62])[CH2:60][CH2:59]1.C1CCN2C(=NCCC2)CC1.C(O)(=O)CC(CC(O)=O)(C(O)=O)O. Product: [CH3:1][O:2][C:3]1[C:12]([CH3:13])=[C:11]2[C:6]([C:7]([O:22][CH:23]3[CH2:40][CH:39]4[N:25]([C:26](=[O:46])[N:27]([CH3:45])[CH2:28][CH2:29][CH2:30][CH2:31][CH:32]=[CH:33][CH:34]5[C:36]([C:42]([NH:64][S:61]([CH:58]6[CH2:60][CH2:59]6)(=[O:63])=[O:62])=[O:44])([NH:37][C:38]4=[O:41])[CH2:35]5)[CH2:24]3)=[N:8][C:9]([C:14]3[CH:15]=[CH:16][C:17]([O:20][CH3:21])=[CH:18][CH:19]=3)=[N:10]2)=[CH:5][CH:4]=1. The catalyst class is: 2.